This data is from Catalyst prediction with 721,799 reactions and 888 catalyst types from USPTO. The task is: Predict which catalyst facilitates the given reaction. (1) Reactant: [O:1]=[C:2]1[C:11]2[C:6](=[CH:7][CH:8]=[CH:9][CH:10]=2)[N:5]=[C:4]([S:12][CH2:13][CH2:14][C:15]([O:17]C(C)(C)C)=[O:16])[NH:3]1.FC(F)(F)C(O)=O. Product: [O:1]=[C:2]1[C:11]2[C:6](=[CH:7][CH:8]=[CH:9][CH:10]=2)[N:5]=[C:4]([S:12][CH2:13][CH2:14][C:15]([OH:17])=[O:16])[NH:3]1. The catalyst class is: 2. (2) Reactant: Br[CH2:2][C:3]1[CH:8]=[CH:7][CH:6]=[CH:5][C:4]=1[F:9].[OH:10][C:11]1[C:18]([CH3:19])=[CH:17][C:14]([CH:15]=[O:16])=[CH:13][C:12]=1[CH3:20].C([O-])([O-])=O.[K+].[K+]. Product: [F:9][C:4]1[CH:5]=[CH:6][CH:7]=[CH:8][C:3]=1[CH2:2][O:10][C:11]1[C:12]([CH3:20])=[CH:13][C:14]([CH:15]=[O:16])=[CH:17][C:18]=1[CH3:19]. The catalyst class is: 3.